Dataset: Forward reaction prediction with 1.9M reactions from USPTO patents (1976-2016). Task: Predict the product of the given reaction. (1) Given the reactants Cl.[CH3:2][O:3][C:4](=[O:26])[C@H:5]([CH2:22][CH2:23][S:24][CH3:25])[NH:6][C:7](=[O:21])[C:8]1[CH:13]=[CH:12][C:11](N)=[CH:10][C:9]=1[C:15]1[CH:20]=[CH:19][CH:18]=[CH:17][CH:16]=1.[N:27]1[CH:32]=[CH:31][CH:30]=[C:29]([CH2:33][O:34]C2C=CC(C(O)=O)=C(C3C=CC=CC=3)C=2)[CH:28]=1.[N+](C1C=CC(C(O)=O)=C(C2C=CC=CC=2)C=1)([O-])=O, predict the reaction product. The product is: [CH3:2][O:3][C:4](=[O:26])[C@H:5]([CH2:22][CH2:23][S:24][CH3:25])[NH:6][C:7](=[O:21])[C:8]1[CH:13]=[CH:12][C:11]([O:34][CH2:33][C:29]2[CH:28]=[N:27][CH:32]=[CH:31][CH:30]=2)=[CH:10][C:9]=1[C:15]1[CH:20]=[CH:19][CH:18]=[CH:17][CH:16]=1. (2) Given the reactants [Cl:1][C:2]1[C:3]2[C:10]([I:11])=[CH:9][NH:8][C:4]=2[N:5]=[CH:6][N:7]=1.[CH3:12][O:13][C:14]1[CH:15]=[C:16]([CH:19]=[C:20]([O:24][CH3:25])[C:21]=1[O:22][CH3:23])[CH2:17]O.C1C=CC(P(C2C=CC=CC=2)C2C=CC=CC=2)=CC=1.CC(OC(/N=N/C(OC(C)C)=O)=O)C, predict the reaction product. The product is: [Cl:1][C:2]1[C:3]2[C:10]([I:11])=[CH:9][N:8]([CH2:17][C:16]3[CH:19]=[C:20]([O:24][CH3:25])[C:21]([O:22][CH3:23])=[C:14]([O:13][CH3:12])[CH:15]=3)[C:4]=2[N:5]=[CH:6][N:7]=1. (3) Given the reactants C=C.[CH2:3]=[CH:4]C.[CH:6]([CH:8]1[CH2:13][CH:12]2[CH2:14][CH:9]1[CH:10]=[CH:11]2)=[CH2:7].[H][H], predict the reaction product. The product is: [CH2:3]=[CH2:4].[CH2:7]=[CH:6][CH3:8].[CH:6]([CH:8]1[CH2:13][CH:12]2[CH2:14][CH:9]1[CH:10]=[CH:11]2)=[CH2:7]. (4) Given the reactants C([O:3][C:4]([C:6]1[N:7]([C:27]2[CH:32]=[CH:31][C:30]([O:33][CH:34]([CH3:36])[CH3:35])=[CH:29][CH:28]=2)[C:8]2[C:13]([C:14]=1[Cl:15])=[CH:12][C:11]([O:16][C:17]1[CH:22]=[CH:21][C:20]([C:23]([F:26])([F:25])[F:24])=[CH:19][CH:18]=1)=[CH:10][CH:9]=2)=[O:5])C.[OH-].[Na+].O1CCOCC1.Cl, predict the reaction product. The product is: [Cl:15][C:14]1[C:13]2[C:8](=[CH:9][CH:10]=[C:11]([O:16][C:17]3[CH:22]=[CH:21][C:20]([C:23]([F:26])([F:24])[F:25])=[CH:19][CH:18]=3)[CH:12]=2)[N:7]([C:27]2[CH:32]=[CH:31][C:30]([O:33][CH:34]([CH3:35])[CH3:36])=[CH:29][CH:28]=2)[C:6]=1[C:4]([OH:5])=[O:3]. (5) Given the reactants CC1[N:3]([C:8]2[CH:9]=[C:10]3[C:14](=[CH:15][CH:16]=2)[NH:13][CH:12]=[C:11]3[CH2:17][CH2:18][C@@H:19]2[CH2:23][CH2:22][CH2:21][N:20]2[CH3:24])C(C)=CC=1.Cl.NO.C(N(CC)CC)C.N.[OH-].[Na+], predict the reaction product. The product is: [CH3:24][N:20]1[CH2:21][CH2:22][CH2:23][C@H:19]1[CH2:18][CH2:17][C:11]1[C:10]2[C:14](=[CH:15][CH:16]=[C:8]([NH2:3])[CH:9]=2)[NH:13][CH:12]=1. (6) Given the reactants [S:1]1[C:5]2[CH:6]=[CH:7][C:8]([CH2:10][CH2:11][O:12][CH2:13]CC#N)=[CH:9][C:4]=2[CH:3]=[CH:2]1.O.S(=O)(=O)(O)O.C(OCC)(=O)C.[C:29]([OH:32])(=[O:31])[CH3:30], predict the reaction product. The product is: [S:1]1[C:5]2[CH:6]=[CH:7][C:8]([CH2:10][CH2:11][O:12][CH2:13][CH2:30][C:29]([OH:32])=[O:31])=[CH:9][C:4]=2[CH:3]=[CH:2]1. (7) Given the reactants [CH3:1][O:2][C:3]1[N:8]=[CH:7][C:6]([N:9]2[C:18]3[C:13](=[CH:14][CH:15]=[CH:16][N:17]=3)[CH:12]=[C:11]([C:19](O)=[O:20])[C:10]2=[O:22])=[CH:5][CH:4]=1.C(Cl)(=O)C([Cl:26])=O.CN(C)C=O, predict the reaction product. The product is: [CH3:1][O:2][C:3]1[N:8]=[CH:7][C:6]([N:9]2[C:18]3[C:13](=[CH:14][CH:15]=[CH:16][N:17]=3)[CH:12]=[C:11]([C:19]([Cl:26])=[O:20])[C:10]2=[O:22])=[CH:5][CH:4]=1. (8) Given the reactants [CH2:1]([O:4][C:5](=[O:35])[C@H:6]([CH2:15][C:16]1[CH:21]=[CH:20][C:19]([O:22][C:23](OC2C=CC([N+]([O-])=O)=CC=2)=[O:24])=[CH:18][CH:17]=1)[NH:7][C:8]([O:10][C:11]([CH3:14])([CH3:13])[CH3:12])=[O:9])[CH:2]=[CH2:3].[C:36]([O:40][C:41]([NH:43][CH2:44][C@@H:45]([C:47]([OH:49])=[O:48])[NH2:46])=[O:42])([CH3:39])([CH3:38])[CH3:37], predict the reaction product. The product is: [CH2:1]([O:4][C:5](=[O:35])[C@@H:6]([NH:7][C:8]([O:10][C:11]([CH3:14])([CH3:13])[CH3:12])=[O:9])[CH2:15][C:16]1[CH:21]=[CH:20][C:19]([O:22][C:23]([NH:46][C@H:45]([C:47]([OH:49])=[O:48])[CH2:44][NH:43][C:41]([O:40][C:36]([CH3:39])([CH3:37])[CH3:38])=[O:42])=[O:24])=[CH:18][CH:17]=1)[CH:2]=[CH2:3]. (9) Given the reactants C(NC(C)C)(C)C.C([Li])CCC.[C:13]([CH:17]1[CH2:22][CH2:21][C:20](=[O:23])[CH2:19][CH2:18]1)([CH3:16])([CH3:15])[CH3:14].C1C=CC(N([S:31]([C:34]([F:37])([F:36])[F:35])(=[O:33])=[O:32])[S:31]([C:34]([F:37])([F:36])[F:35])(=[O:33])=[O:32])=CC=1.C(=O)=O, predict the reaction product. The product is: [C:13]([CH:17]1[CH2:18][CH2:19][C:20]([O:23][S:31]([C:34]([F:37])([F:36])[F:35])(=[O:33])=[O:32])=[CH:21][CH2:22]1)([CH3:16])([CH3:14])[CH3:15]. (10) Given the reactants [Br:1][C:2]1[CH:3]=[C:4]([C:7]([O:9][CH3:10])=[O:8])[NH:5][CH:6]=1.[C:11]1(B(O)O)[CH:16]=[CH:15][CH:14]=[CH:13][CH:12]=1, predict the reaction product. The product is: [Br:1][C:2]1[CH:3]=[C:4]([C:7]([O:9][CH3:10])=[O:8])[N:5]([C:11]2[CH:16]=[CH:15][CH:14]=[CH:13][CH:12]=2)[CH:6]=1.